This data is from NCI-60 drug combinations with 297,098 pairs across 59 cell lines. The task is: Regression. Given two drug SMILES strings and cell line genomic features, predict the synergy score measuring deviation from expected non-interaction effect. (1) Drug 1: CC12CCC3C(C1CCC2O)C(CC4=C3C=CC(=C4)O)CCCCCCCCCS(=O)CCCC(C(F)(F)F)(F)F. Drug 2: CC1CCCC2(C(O2)CC(NC(=O)CC(C(C(=O)C(C1O)C)(C)C)O)C(=CC3=CSC(=N3)C)C)C. Cell line: NCI/ADR-RES. Synergy scores: CSS=13.9, Synergy_ZIP=-1.43, Synergy_Bliss=4.74, Synergy_Loewe=-7.49, Synergy_HSA=0.487. (2) Drug 1: CC12CCC3C(C1CCC2=O)CC(=C)C4=CC(=O)C=CC34C. Drug 2: CCCCC(=O)OCC(=O)C1(CC(C2=C(C1)C(=C3C(=C2O)C(=O)C4=C(C3=O)C=CC=C4OC)O)OC5CC(C(C(O5)C)O)NC(=O)C(F)(F)F)O. Cell line: HOP-92. Synergy scores: CSS=9.82, Synergy_ZIP=-1.51, Synergy_Bliss=-5.20, Synergy_Loewe=-5.03, Synergy_HSA=-4.97.